From a dataset of Reaction yield outcomes from USPTO patents with 853,638 reactions. Predict the reaction yield, written as a fraction of the theoretical maximum amount of product (1.0 means a 100% yield; for example, 0.34 means a 34% yield). The reactants are [CH2:1]([O:3][CH2:4][CH2:5][O:6][CH2:7][CH2:8][C:9]#[N:10])[CH3:2].[NH2:11][OH:12]. The catalyst is CCO. The product is [CH2:1]([O:3][CH2:4][CH2:5][O:6][CH2:7][CH2:8][C:9](=[N:11][OH:12])[NH2:10])[CH3:2]. The yield is 0.976.